Dataset: Full USPTO retrosynthesis dataset with 1.9M reactions from patents (1976-2016). Task: Predict the reactants needed to synthesize the given product. (1) The reactants are: [Br:1][C:2]1[CH:3]=[C:4]2[C:9](=[CH:10][CH:11]=1)[N:8]=[CH:7][C:6]([N+:12]([O-])=O)=[C:5]2[NH:15][CH2:16][C:17]([CH3:20])([OH:19])[CH3:18].C(O)(C)C. Given the product [NH2:12][C:6]1[CH:7]=[N:8][C:9]2[C:4]([C:5]=1[NH:15][CH2:16][C:17]([CH3:18])([OH:19])[CH3:20])=[CH:3][C:2]([Br:1])=[CH:11][CH:10]=2, predict the reactants needed to synthesize it. (2) The reactants are: S([O-])([O-])(=O)=O.[Na+].[Na+].Cl[C:9](Cl)(Cl)[CH:10]([OH:12])O.Cl.[Cl:16][C:17]1[C:23]([O:24][CH3:25])=[CH:22][CH:21]=[CH:20][C:18]=1[NH2:19].Cl.[NH2:27][OH:28]. Given the product [Cl:16][C:17]1[C:23]([O:24][CH3:25])=[CH:22][CH:21]=[CH:20][C:18]=1[NH:19][C:10](=[O:12])[CH:9]=[N:27][OH:28], predict the reactants needed to synthesize it.